Dataset: Full USPTO retrosynthesis dataset with 1.9M reactions from patents (1976-2016). Task: Predict the reactants needed to synthesize the given product. (1) Given the product [OH:71][CH2:70][CH:69]([C:67]1[N:68]=[C:63]([NH:1][C:2]2[S:6][C:5]([C:7]3[CH:8]=[N:9][C:10]([N:13]4[CH2:18][CH2:17][O:16][CH2:15][CH2:14]4)=[CH:11][CH:12]=3)=[N:4][C:3]=2[C:19]([NH2:21])=[O:20])[CH:64]=[CH:65][CH:66]=1)[N:72]1[CH2:77][CH2:76][O:75][CH2:74][CH2:73]1, predict the reactants needed to synthesize it. The reactants are: [NH2:1][C:2]1[S:6][C:5]([C:7]2[CH:8]=[N:9][C:10]([N:13]3[CH2:18][CH2:17][O:16][CH2:15][CH2:14]3)=[CH:11][CH:12]=2)=[N:4][C:3]=1[C:19]([NH2:21])=[O:20].CC(C1C=C(C(C)C)C(C2C=CC=CC=2P(C2CCCCC2)C2CCCCC2)=C(C(C)C)C=1)C.C(=O)([O-])[O-].[K+].[K+].Br[C:63]1[N:68]=[C:67]([CH:69]([N:72]2[CH2:77][CH2:76][O:75][CH2:74][CH2:73]2)[CH2:70][OH:71])[CH:66]=[CH:65][CH:64]=1. (2) Given the product [Cl:5][C:6]1[CH:7]=[C:8]([S:12]([N:15]2[CH2:20][CH2:19][C:18]3([N:23]=[C:24]([CH:26]4[CH2:31][CH2:30][CH2:29][CH2:28][CH2:27]4)[NH:22][C:21]3=[O:1])[CH2:17][CH2:16]2)(=[O:14])=[O:13])[CH:9]=[CH:10][CH:11]=1, predict the reactants needed to synthesize it. The reactants are: [OH-:1].[Na+].OO.[Cl:5][C:6]1[CH:7]=[C:8]([S:12]([N:15]2[CH2:20][CH2:19][C:18]([NH:23][C:24]([CH:26]3[CH2:31][CH2:30][CH2:29][CH2:28][CH2:27]3)=O)([C:21]#[N:22])[CH2:17][CH2:16]2)(=[O:14])=[O:13])[CH:9]=[CH:10][CH:11]=1.O. (3) Given the product [C:1]([C:4]1[C:31](=[O:32])[C@@:8]2([CH3:33])[C:9]3[C:15]([O:16][CH2:17][CH3:18])=[CH:14][C:13]([O:19][CH3:20])=[C:12]([C:21]([OH:23])=[O:22])[C:10]=3[O:11][C:7]2=[CH:6][C:5]=1[OH:34])(=[O:3])[CH3:2], predict the reactants needed to synthesize it. The reactants are: [C:1]([C:4]1[C:31](=[O:32])[C@@:8]2([CH3:33])[C:9]3[C:15]([O:16][CH2:17][CH3:18])=[CH:14][C:13]([O:19][CH3:20])=[C:12]([C:21]([O:23]CC4C=CC=CC=4)=[O:22])[C:10]=3[O:11][C:7]2=[CH:6][C:5]=1[OH:34])(=[O:3])[CH3:2].[H][H]. (4) Given the product [Cl:6][C:7]1[CH:8]=[N:9][N:10]([CH:12]([CH3:15])[C:13](=[NH:14])[O:1][CH2:2][CH3:3])[CH:11]=1, predict the reactants needed to synthesize it. The reactants are: [O-:1][CH2:2][CH3:3].[Na+].[Na].[Cl:6][C:7]1[CH:8]=[N:9][N:10]([CH:12]([CH3:15])[C:13]#[N:14])[CH:11]=1. (5) The reactants are: [F:1][C:2]1([F:27])[O:6][C:5]2[CH:7]=[CH:8][C:9]([CH2:11][CH:12]([C:18]([C:20]3[CH:25]=[CH:24][C:23]([F:26])=[CH:22][CH:21]=3)=[O:19])[C:13]([O:15][CH2:16][CH3:17])=[O:14])=[CH:10][C:4]=2[O:3]1.Cl. Given the product [F:27][C:2]1([F:1])[O:6][C:5]2[CH:7]=[CH:8][C:9]([CH2:11][CH:12]([CH:18]([C:20]3[CH:21]=[CH:22][C:23]([F:26])=[CH:24][CH:25]=3)[OH:19])[C:13]([O:15][CH2:16][CH3:17])=[O:14])=[CH:10][C:4]=2[O:3]1, predict the reactants needed to synthesize it. (6) The reactants are: Cl.N[CH2:3][CH2:4][CH2:5][CH2:6][CH:7]([NH:19][C:20]([C:22]1[CH:27]=[CH:26][C:25]([C:28]2[CH:33]=[CH:32][CH:31]=[CH:30][CH:29]=2)=[CH:24][CH:23]=1)=[O:21])[C:8]([NH:10][CH2:11][C:12]1[CH:17]=[CH:16][C:15]([Cl:18])=[CH:14][CH:13]=1)=[O:9].N([O-])=[O:35].[Na+].Cl. Given the product [OH:35][CH2:3][CH2:4][CH2:5][CH2:6][CH:7]([NH:19][C:20]([C:22]1[CH:23]=[CH:24][C:25]([C:28]2[CH:29]=[CH:30][CH:31]=[CH:32][CH:33]=2)=[CH:26][CH:27]=1)=[O:21])[C:8]([NH:10][CH2:11][C:12]1[CH:13]=[CH:14][C:15]([Cl:18])=[CH:16][CH:17]=1)=[O:9], predict the reactants needed to synthesize it.